This data is from Catalyst prediction with 721,799 reactions and 888 catalyst types from USPTO. The task is: Predict which catalyst facilitates the given reaction. Reactant: [CH3:1][O:2][C:3]1[CH:8]=[CH:7][C:6]([N:9]2[CH2:14][CH2:13][CH:12]([N:15]([CH3:32])[C:16]([N:18]3[CH:22]=[C:21]([C:23]4[CH:28]=[CH:27][CH:26]=[C:25]([N+:29]([O-])=O)[CH:24]=4)[N:20]=[CH:19]3)=[O:17])[CH2:11][CH2:10]2)=[CH:5][CH:4]=1. Product: [NH2:29][C:25]1[CH:24]=[C:23]([C:21]2[N:20]=[CH:19][N:18]([C:16]([N:15]([CH:12]3[CH2:13][CH2:14][N:9]([C:6]4[CH:5]=[CH:4][C:3]([O:2][CH3:1])=[CH:8][CH:7]=4)[CH2:10][CH2:11]3)[CH3:32])=[O:17])[CH:22]=2)[CH:28]=[CH:27][CH:26]=1. The catalyst class is: 696.